From a dataset of Full USPTO retrosynthesis dataset with 1.9M reactions from patents (1976-2016). Predict the reactants needed to synthesize the given product. (1) Given the product [CH3:33][N:34]([CH3:39])[C:35]([CH2:36][NH:37][C:11]([C:9]1[CH:10]=[C:5]2[N:4]=[C:3]([NH:14][C:15]3[S:16][C:17]4[CH:23]=[C:22]([O:24][C:25]([F:27])([F:28])[F:26])[CH:21]=[CH:20][C:18]=4[N:19]=3)[N:2]([CH3:1])[C:6]2=[N:7][CH:8]=1)=[O:13])=[O:38], predict the reactants needed to synthesize it. The reactants are: [CH3:1][N:2]1[C:6]2=[N:7][CH:8]=[C:9]([C:11]([OH:13])=O)[CH:10]=[C:5]2[N:4]=[C:3]1[NH:14][C:15]1[S:16][C:17]2[CH:23]=[C:22]([O:24][C:25]([F:28])([F:27])[F:26])[CH:21]=[CH:20][C:18]=2[N:19]=1.C(O)(=O)C.[CH3:33][N:34]([CH3:39])[C:35](=[O:38])[CH2:36][NH2:37].CN(C(ON1N=NC2C=CC=CC1=2)=[N+](C)C)C.F[P-](F)(F)(F)(F)F.CCN(C(C)C)C(C)C. (2) Given the product [CH:12]1([NH:11][CH2:15][C:16]2[CH:21]=[C:20]([C:22]([F:24])([F:25])[F:23])[CH:19]=[CH:18][C:17]=2[C:26]2[C:31]([O:32][CH3:33])=[CH:30][CH:29]=[C:28]([CH2:34][C:35]([OH:37])=[O:36])[CH:27]=2)[CH2:14][CH2:13]1, predict the reactants needed to synthesize it. The reactants are: C(OC([N:11]([CH2:15][C:16]1[CH:21]=[C:20]([C:22]([F:25])([F:24])[F:23])[CH:19]=[CH:18][C:17]=1[C:26]1[C:31]([O:32][CH3:33])=[CH:30][CH:29]=[C:28]([CH2:34][C:35]([OH:37])=[O:36])[CH:27]=1)[CH:12]1[CH2:14][CH2:13]1)=O)C1C=CC=CC=1.